From a dataset of Experimentally validated miRNA-target interactions with 360,000+ pairs, plus equal number of negative samples. Binary Classification. Given a miRNA mature sequence and a target amino acid sequence, predict their likelihood of interaction. (1) The miRNA is hsa-miR-6757-3p with sequence AACACUGGCCUUGCUAUCCCCA. The protein sequence of the target gene is MSGIKKQKTENQQKSTNVVYQAHHVSRNKRGQVVGTRGGFRGCTVWLTGLSGAGKTTISFALEEYLVSHAIPCYSLDGDNVRHGLNRNLGFSPGDREENIRRIAEVAKLFADAGLVCITSFISPFAKDRENARKIHESAGLPFFEIFVDAPLNICESRDVKGLYKRARAGEIKGFTGIDSDYEKPETPERVLKTNLSTVSDCVHQVVELLQEQNIVPYTIIKDIHELFVPENKLDHVRAEAETLPSLSITKLDLQWVQVLSEGWATPLKGFMREKEYLQVMHFDTLLDDGVINMSIPIVL.... Result: 0 (no interaction). (2) The miRNA is hsa-miR-4773 with sequence CAGAACAGGAGCAUAGAAAGGC. The protein sequence of the target gene is MSSYFVNSLFSKYKTGESLRPNYYDCGFAQDLGGRPTVVYGPSSGGSFQHPSQIQEFYHGPSSLSTAPYQQNPCAVACHGDPGNFYGYDPLQRQSLFGAQDPDLVQYADCKLAAASGLGEEAEGSEQSPSPTQLFPWMRPQAAAGRRRGRQTYSRYQTLELEKEFLFNPYLTRKRRIEVSHALGLTERQVKIWFQNRRMKWKKENNKDKFPSSKCEQEELEKEKLERAPETAEQGDAQKGDKK. Result: 0 (no interaction). (3) The miRNA is hsa-miR-199b-5p with sequence CCCAGUGUUUAGACUAUCUGUUC. The protein sequence of the target gene is MFENLNTALTPKLQASRSFPHLSKPVAPGSAPLGSGEPGGPGLWVGSSQHLKNLGKAMGAKVNDFLRRKEPSSLGSVGVTEINKTAGAQLASGTDAAPEAWLEDERSVLQETFPRLDPPPPITRKRTPRALKTTQDMLISSQPVLSSLEYGTEPSPGQAQDSAPTAQPDVPADASQPEATMEREERGKVLPNGEVSLSVPDLIHKDSQDESKLKMTECRRASSPSLIERNGFKLSLSPISLAESWEDGSPPPQARTSSLDNEGPHPDLLSFE. Result: 1 (interaction). (4) Result: 1 (interaction). The protein sequence of the target gene is MSRFPAVAGRAPRRQEEGERSRDLQEERLSAVCIADREEKGCTSQEGGTTPTFPIQKQRKKIIQAVRDNSFLIVTGNTGSGKTTQLPKYLYEAGFSQHGMIGVTQPRKVAAISVAQRVAEEMKCTLGSKVGYQVRFDDCSSKETAIKYMTDGCLLKHILGDPNLTKFSVIILDEAHERTLTTDILFGLLKKLFQEKSPNRKEHLKVVVMSATMELAKLSAFFGNCPIFDIPGRLYPVREKFCNLIGPRDRENTAYIQAIVKVTMDIHLNEMAGDILVFLTGQFEIEKSCELLFQMAESVD.... The miRNA is hsa-miR-30a-5p with sequence UGUAAACAUCCUCGACUGGAAG. (5) The miRNA is hsa-miR-106b-5p with sequence UAAAGUGCUGACAGUGCAGAU. The protein sequence of the target gene is MSDEASAITSYEKFLTPEEPFPLLGPPRGVGTCPSEEPGCLDISDFGCQLSSCHRTDPLHRFHTNRWNLTSCGTSVASSEGSEELFSSVSVGDQDDCYSLLDDQDFTSFDLFPEGSVCSDVSSSISTYWDWSDSEFEWQLPGSDIASGSDVLSDVIPSIPSSPCLLPKKKNKHRNLDELPWSAMTNDEQVEYIEYLSRKVSTEMGLREQLDIIKIIDPSAQISPTDSEFIIELNCLTDEKLKQVRNYIKEHSPRQRPAREAWKRSNFSCASTSGVSGASASASSSSASMVSSASSSGSSV.... Result: 1 (interaction). (6) The miRNA is mmu-miR-1971 with sequence GUAAAGGCUGGGCUGAGA. The protein sequence of the target gene is MDEQAGPGVFFSNNHPGAGGAKGLGPLAEAAAAGDGAAAAGAARAQYSLPGILHFLQHEWARFEVERAQWEVERAELQAQIAFLQGERKGQENLKKDLVRRIKMLEYALKQERAKYHKLKYGTELNQGDMKPPSYDSDEGNETEVQPQQNSQLMWKQGRQLLRQYLQEVGYTDTILDVKSKRVRALLGFSSDVTDREDDKNQDSVINGTEAEVKETAMIGKSELTDSASVLDNFKFLESAAADVSDEDEDEDTDGRAKSVIDTSTIVRKKALPDTSEDRDTKEALKEFDFLVTSEEGDNE.... Result: 0 (no interaction).